From a dataset of Catalyst prediction with 721,799 reactions and 888 catalyst types from USPTO. Predict which catalyst facilitates the given reaction. Product: [O:22]=[C:16]1[CH:15]([N:8]2[C:7](=[O:23])[C:6]3[C:11](=[CH:12][CH:13]=[C:4]([CH2:3][NH:2][C:26](=[O:27])[N:25]([CH3:29])[CH3:24])[CH:5]=3)[N:10]=[C:9]2[CH3:14])[CH2:20][CH2:19][C:18](=[O:21])[NH:17]1. Reactant: Cl.[NH2:2][CH2:3][C:4]1[CH:5]=[C:6]2[C:11](=[CH:12][CH:13]=1)[N:10]=[C:9]([CH3:14])[N:8]([CH:15]1[CH2:20][CH2:19][C:18](=[O:21])[NH:17][C:16]1=[O:22])[C:7]2=[O:23].[CH3:24][N:25]([CH3:29])[C:26](Cl)=[O:27].C(N(CC)C(C)C)(C)C. The catalyst class is: 10.